From a dataset of Full USPTO retrosynthesis dataset with 1.9M reactions from patents (1976-2016). Predict the reactants needed to synthesize the given product. (1) Given the product [CH:38]1[CH:39]=[C:40]2[C:9]3[N:10]=[C:11]([C:35]2=[CH:36][CH:37]=1)[N:12]=[C:13]1[C:34]2[C:29]([C:15](=[N:14]1)[N:16]=[C:17]1[C:28]4[C:23]([C:19](=[N:18]1)[N:20]=[C:21]1[C:4]5[C:5]([C:7](=[N:22]1)[N:8]=3)=[CH:6][CH:1]=[CH:2][CH:3]=5)=[CH:24][CH:25]=[CH:26][CH:27]=4)=[CH:30][CH:31]=[CH:32][CH:33]=2.[Cu:41].[S:44]([Cl:43])([Cl:50])(=[O:47])=[O:45], predict the reactants needed to synthesize it. The reactants are: [CH:1]1[CH:6]=[C:5]2[C:7]3[N:22]=[C:21]([C:4]2=[CH:3][CH:2]=1)[N:20]=[C:19]1[C:23]2[C:28]([C:17](=[N:18]1)[N:16]=[C:15]1[C:29]4[C:34]([C:13](=[N:14]1)[N:12]=[C:11]1[C:35]5[C:40]([C:9](=[N:10]1)[N:8]=3)=[CH:39][CH:38]=[CH:37][CH:36]=5)=[CH:33][CH:32]=[CH:31][CH:30]=4)=[CH:27][CH:26]=[CH:25][CH:24]=2.[Cu:41].[Na].[Cl:43][S:44]([OH:47])(=O)=[O:45].S(Cl)([Cl:50])=O. (2) The reactants are: B(F)(F)F.CSC.[Br:8][C:9]1[C:17]2[C:12](=[CH:13][CH:14]=[CH:15][CH:16]=2)[N:11]([C:18]2[CH:23]=[CH:22][C:21]([O:24]C)=[CH:20][CH:19]=2)[C:10]=1[C:26]1[C:27]([CH3:32])=[N:28][O:29][C:30]=1[CH3:31]. Given the product [Br:8][C:9]1[C:17]2[C:12](=[CH:13][CH:14]=[CH:15][CH:16]=2)[N:11]([C:18]2[CH:19]=[CH:20][C:21]([OH:24])=[CH:22][CH:23]=2)[C:10]=1[C:26]1[C:27]([CH3:32])=[N:28][O:29][C:30]=1[CH3:31], predict the reactants needed to synthesize it. (3) Given the product [CH2:19]([O:21][C:22]([CH:24]1[CH2:29][CH2:28][C:27]([C:2]2[C:11]3[O:10][CH2:9][CH2:8][O:7][C:6]=3[C:5]([O:12][CH3:13])=[CH:4][CH:3]=2)=[CH:26][CH2:25]1)=[O:23])[CH3:20], predict the reactants needed to synthesize it. The reactants are: Br[C:2]1[C:11]2[O:10][CH2:9][CH2:8][O:7][C:6]=2[C:5]([O:12][CH3:13])=[CH:4][CH:3]=1.C([Li])CCC.[CH2:19]([O:21][C:22]([CH:24]1[CH2:29][CH2:28][C:27](=O)[CH2:26][CH2:25]1)=[O:23])[CH3:20].Cl. (4) Given the product [C:40]([NH:3][C:2]1[S:1][C:7]2[C:8]([N+:35]([O-:37])=[O:36])=[C:9]([O:10][C:11]3[CH:12]=[CH:13][C:14]([F:32])=[C:15]([NH:17][C:18](=[O:31])[C:19]4[CH:24]=[CH:23][CH:22]=[C:21]([C:25]([C:28]#[N:29])([CH3:26])[CH3:27])[C:20]=4[Cl:30])[CH:16]=3)[CH:33]=[CH:34][C:6]=2[N:5]=1)(=[O:42])[CH3:41], predict the reactants needed to synthesize it. The reactants are: [S-:1][C:2]#[N:3].[K+].[NH2:5][C:6]1[CH:34]=[CH:33][C:9]([O:10][C:11]2[CH:12]=[CH:13][C:14]([F:32])=[C:15]([NH:17][C:18](=[O:31])[C:19]3[CH:24]=[CH:23][CH:22]=[C:21]([C:25]([C:28]#[N:29])([CH3:27])[CH3:26])[C:20]=3[Cl:30])[CH:16]=2)=[C:8]([N+:35]([O-:37])=[O:36])[CH:7]=1.BrBr.[C:40](O)(=[O:42])[CH3:41]. (5) Given the product [O:22]=[C:17]1[C:18]([C:19]([NH2:21])=[O:20])=[C:9]([C:11]2[CH:16]=[CH:15][CH:14]=[CH:13][CH:12]=2)[CH:7]([C:1]2[CH:6]=[CH:5][CH:4]=[CH:3][CH:2]=2)[O:8]1, predict the reactants needed to synthesize it. The reactants are: [C:1]1([C:7]([CH:9]([C:11]2[CH:16]=[CH:15][CH:14]=[CH:13][CH:12]=2)O)=[O:8])[CH:6]=[CH:5][CH:4]=[CH:3][CH:2]=1.[C:17](OC)(=[O:22])[CH2:18][C:19]([NH2:21])=[O:20].C[O-].[Na+].Cl. (6) Given the product [F:22][C:23]([F:33])([F:34])[O:24][C:25]1[CH:26]=[CH:27][C:28]([N:31]2[C:5]([C:7]3[CH:17]=[CH:16][C:10]4[O:11][CH2:12][C:13](=[O:15])[NH:14][C:9]=4[CH:8]=3)=[CH:4][C:3]([C:2]([F:20])([F:19])[F:1])=[N:32]2)=[CH:29][CH:30]=1, predict the reactants needed to synthesize it. The reactants are: [F:1][C:2]([F:20])([F:19])[C:3](O)=[CH:4][C:5]([C:7]1[CH:17]=[CH:16][C:10]2[O:11][CH2:12][C:13](=[O:15])[NH:14][C:9]=2[CH:8]=1)=O.Cl.[F:22][C:23]([F:34])([F:33])[O:24][C:25]1[CH:30]=[CH:29][C:28]([NH:31][NH2:32])=[CH:27][CH:26]=1. (7) Given the product [C:10]([CH2:12][C:13]([NH:9][CH:5]([CH:2]1[CH2:4][CH2:3]1)[CH:6]([CH3:8])[CH3:7])=[O:14])#[N:11], predict the reactants needed to synthesize it. The reactants are: Cl.[CH:2]1([CH:5]([NH2:9])[CH:6]([CH3:8])[CH3:7])[CH2:4][CH2:3]1.[C:10]([CH2:12][C:13](O)=[O:14])#[N:11].C(N(C(C)C)CC)(C)C.CCCP(=O)=O.C(=O)([O-])O.[Na+]. (8) Given the product [CH3:26][S:27]([C:30]1[CH:35]=[C:34]([C:2]2[CH:3]=[CH:4][C:5]([CH:8]([C:19]3[CH:24]=[CH:23][CH:22]=[CH:21][C:20]=3[CH3:25])[CH2:9][C:10]([C:13]3[CH:18]=[CH:17][N:16]=[CH:15][CH:14]=3)=[N:11][OH:12])=[CH:6][CH:7]=2)[CH:33]=[CH:32][CH:31]=1)(=[O:29])=[O:28], predict the reactants needed to synthesize it. The reactants are: Br[C:2]1[CH:7]=[CH:6][C:5]([CH:8]([C:19]2[CH:24]=[CH:23][CH:22]=[CH:21][C:20]=2[CH3:25])[CH2:9][C:10]([C:13]2[CH:18]=[CH:17][N:16]=[CH:15][CH:14]=2)=[N:11][OH:12])=[CH:4][CH:3]=1.[CH3:26][S:27]([C:30]1[CH:31]=[C:32](B(O)O)[CH:33]=[CH:34][CH:35]=1)(=[O:29])=[O:28]. (9) Given the product [CH3:1][O:2][C:3](=[O:18])[C:4]1[CH:9]=[C:8]([C:10]2[CH:15]=[CH:14][C:13]([CH3:16])=[CH:12][N:11]=2)[CH:7]=[C:6]([I:20])[CH:5]=1, predict the reactants needed to synthesize it. The reactants are: [CH3:1][O:2][C:3](=[O:18])[C:4]1[CH:9]=[C:8]([C:10]2[CH:15]=[CH:14][C:13]([CH3:16])=[CH:12][N:11]=2)[CH:7]=[C:6](N)[CH:5]=1.C(I)[I:20].[N+]([O-])([O-])=O.